Dataset: NCI-60 drug combinations with 297,098 pairs across 59 cell lines. Task: Regression. Given two drug SMILES strings and cell line genomic features, predict the synergy score measuring deviation from expected non-interaction effect. (1) Synergy scores: CSS=11.7, Synergy_ZIP=16.8, Synergy_Bliss=23.6, Synergy_Loewe=-46.7, Synergy_HSA=-0.964. Cell line: A549. Drug 1: CC1C(C(CC(O1)OC2CC(CC3=C2C(=C4C(=C3O)C(=O)C5=C(C4=O)C(=CC=C5)OC)O)(C(=O)CO)O)N)O.Cl. Drug 2: C1=CC=C(C(=C1)C(C2=CC=C(C=C2)Cl)C(Cl)Cl)Cl. (2) Drug 1: CC1=CC=C(C=C1)C2=CC(=NN2C3=CC=C(C=C3)S(=O)(=O)N)C(F)(F)F. Drug 2: C1C(C(OC1N2C=NC3=C2NC=NCC3O)CO)O. Cell line: MALME-3M. Synergy scores: CSS=-2.36, Synergy_ZIP=-0.874, Synergy_Bliss=-3.01, Synergy_Loewe=-3.00, Synergy_HSA=-4.18. (3) Drug 1: C1=CC(=CC=C1CCCC(=O)O)N(CCCl)CCCl. Synergy scores: CSS=64.4, Synergy_ZIP=1.22, Synergy_Bliss=-1.60, Synergy_Loewe=-18.9, Synergy_HSA=0.201. Cell line: OVCAR-5. Drug 2: CC=C1C(=O)NC(C(=O)OC2CC(=O)NC(C(=O)NC(CSSCCC=C2)C(=O)N1)C(C)C)C(C)C. (4) Drug 1: CC(CN1CC(=O)NC(=O)C1)N2CC(=O)NC(=O)C2. Drug 2: CC1=C(C(=CC=C1)Cl)NC(=O)C2=CN=C(S2)NC3=CC(=NC(=N3)C)N4CCN(CC4)CCO. Cell line: SNB-19. Synergy scores: CSS=37.0, Synergy_ZIP=12.1, Synergy_Bliss=11.7, Synergy_Loewe=9.82, Synergy_HSA=14.6. (5) Synergy scores: CSS=11.5, Synergy_ZIP=-3.80, Synergy_Bliss=1.31, Synergy_Loewe=-2.94, Synergy_HSA=-1.24. Cell line: HS 578T. Drug 2: C1=NC(=NC(=O)N1C2C(C(C(O2)CO)O)O)N. Drug 1: C1=CC(=CC=C1CC(C(=O)O)N)N(CCCl)CCCl.Cl.